From a dataset of Catalyst prediction with 721,799 reactions and 888 catalyst types from USPTO. Predict which catalyst facilitates the given reaction. Reactant: N#N.[F:3][C:4]1[CH:9]=[C:8]([O:10][CH3:11])[C:7]([F:12])=[CH:6][C:5]=1[CH2:13]O.N1C=CC=CC=1.S(Br)([Br:23])=O. Product: [Br:23][CH2:13][C:5]1[CH:6]=[C:7]([F:12])[C:8]([O:10][CH3:11])=[CH:9][C:4]=1[F:3]. The catalyst class is: 34.